Dataset: Forward reaction prediction with 1.9M reactions from USPTO patents (1976-2016). Task: Predict the product of the given reaction. (1) Given the reactants [Cl:1][C:2]1[CH:3]=[C:4]([C:8](=O)/[CH:9]=[C:10](/[C:13]([O:15][CH2:16][CH3:17])=[O:14])\O[Li])[CH:5]=[N:6][CH:7]=1.[C:19]1([NH:25][NH2:26])[CH:24]=[CH:23][CH:22]=[CH:21][CH:20]=1, predict the reaction product. The product is: [Cl:1][C:2]1[CH:3]=[C:4]([C:8]2[CH:9]=[C:10]([C:13]([O:15][CH2:16][CH3:17])=[O:14])[N:25]([C:19]3[CH:24]=[CH:23][CH:22]=[CH:21][CH:20]=3)[N:26]=2)[CH:5]=[N:6][CH:7]=1. (2) Given the reactants [Br:1][C:2]1[CH:3]=[C:4]2[C:9](=[CH:10][CH:11]=1)[N:8]=[C:7]([O:12][CH3:13])[C:6]1[C:14](=[O:21])[C:15]3[C:20]([C:5]2=1)=[CH:19][CH:18]=[CH:17][CH:16]=3.[CH3:22][Mg]I, predict the reaction product. The product is: [Br:1][C:2]1[CH:3]=[C:4]2[C:9](=[CH:10][CH:11]=1)[N:8]=[C:7]([O:12][CH3:13])[C:6]1[C:14]([CH3:22])([OH:21])[C:15]3[C:20]([C:5]2=1)=[CH:19][CH:18]=[CH:17][CH:16]=3. (3) Given the reactants [OH:1][CH2:2][CH2:3][N:4]1[C:8]([NH:9]C(C2C=CC=CC=2)(C2C=CC=CC=2)C2C=CC=CC=2)=[C:7]([N:29]([CH2:32][CH2:33][CH2:34][NH:35][C:36]([C:49]2[CH:54]=[CH:53][CH:52]=[CH:51][CH:50]=2)([C:43]2[CH:48]=[CH:47][CH:46]=[CH:45][CH:44]=2)[C:37]2[CH:42]=[CH:41][CH:40]=[CH:39][CH:38]=2)C=O)[CH:6]=[N:5]1.Cl.C([O-])(O)=O.[Na+], predict the reaction product. The product is: [NH2:9][C:8]1[N:4]([CH2:3][CH2:2][OH:1])[N:5]=[CH:6][C:7]=1[NH:29][CH2:32][CH2:33][CH2:34][NH:35][C:36]([C:49]1[CH:54]=[CH:53][CH:52]=[CH:51][CH:50]=1)([C:37]1[CH:38]=[CH:39][CH:40]=[CH:41][CH:42]=1)[C:43]1[CH:48]=[CH:47][CH:46]=[CH:45][CH:44]=1.